Predict the reactants needed to synthesize the given product. From a dataset of Full USPTO retrosynthesis dataset with 1.9M reactions from patents (1976-2016). Given the product [CH2:36]([O:38][C:28]([C:25]1[CH:26]=[C:27]2[C:22](=[CH:23][CH:24]=1)[NH:21][N:20]=[C:19]2[C:14]1[CH:13]=[CH:12][C:11]2[C:16](=[CH:17][CH:18]=[C:9]([O:8][CH2:7][C:6]3[N:2]([CH3:1])[CH:3]=[N:4][CH:5]=3)[CH:10]=2)[CH:15]=1)=[NH:29])[CH3:37], predict the reactants needed to synthesize it. The reactants are: [CH3:1][N:2]1[C:6]([CH2:7][O:8][C:9]2[CH:10]=[C:11]3[C:16](=[CH:17][CH:18]=2)[CH:15]=[C:14]([C:19]2[C:27]4[C:22](=[CH:23][CH:24]=[C:25]([C:28]#[N:29])[CH:26]=4)[N:21](C4CCCCO4)[N:20]=2)[CH:13]=[CH:12]3)=[CH:5][N:4]=[CH:3]1.[CH2:36]([OH:38])[CH3:37].